This data is from Catalyst prediction with 721,799 reactions and 888 catalyst types from USPTO. The task is: Predict which catalyst facilitates the given reaction. (1) Reactant: C[O:2][C:3](=[O:31])[CH2:4][N:5]1[C:13]2[C:8](=[CH:9][C:10]([F:14])=[CH:11][CH:12]=2)[C:7]([CH2:15][C:16]2[CH:20]=[CH:19][S:18][C:17]=2[S:21]([C:24]2[CH:29]=[CH:28][CH:27]=[CH:26][CH:25]=2)(=[O:23])=[O:22])=[C:6]1[CH3:30].O1CCCC1.[OH-].[Na+].Cl. Product: [F:14][C:10]1[CH:9]=[C:8]2[C:13](=[CH:12][CH:11]=1)[N:5]([CH2:4][C:3]([OH:31])=[O:2])[C:6]([CH3:30])=[C:7]2[CH2:15][C:16]1[CH:20]=[CH:19][S:18][C:17]=1[S:21]([C:24]1[CH:25]=[CH:26][CH:27]=[CH:28][CH:29]=1)(=[O:23])=[O:22]. The catalyst class is: 5. (2) Reactant: [Br:1][C:2]1[C:3]([CH2:23][OH:24])=[C:4]([N:8]2[CH2:17][CH2:16][C:15]3[C:10](=[CH:11][CH:12]=[C:13]([C:18]([OH:21])([CH3:20])[CH3:19])[CH:14]=3)[C:9]2=[O:22])[CH:5]=[CH:6][CH:7]=1.[C:25](OC(=O)C)(=[O:27])[CH3:26]. The catalyst class is: 64. Product: [Br:1][C:2]1[CH:7]=[CH:6][CH:5]=[C:4]([N:8]2[CH2:17][CH2:16][C:15]3[C:10](=[CH:11][CH:12]=[C:13]([C:18]([OH:21])([CH3:19])[CH3:20])[CH:14]=3)[C:9]2=[O:22])[C:3]=1[CH2:23][O:24][C:25](=[O:27])[CH3:26]. (3) Reactant: Br[C:2]1[CH:7]=[CH:6][C:5]([C:8]([F:11])([F:10])[F:9])=[C:4]([F:12])[CH:3]=1.C([Li])CCC.[Si:18]([O:25][C@@H:26]([CH3:34])[C:27](N1CCCC1)=[O:28])([C:21]([CH3:24])([CH3:23])[CH3:22])([CH3:20])[CH3:19]. Product: [Si:18]([O:25][C@@H:26]([CH3:34])[C:27]([C:3]1[CH:2]=[CH:7][CH:6]=[C:5]([C:8]([F:11])([F:10])[F:9])[C:4]=1[F:12])=[O:28])([C:21]([CH3:24])([CH3:23])[CH3:22])([CH3:20])[CH3:19]. The catalyst class is: 1. (4) Reactant: C(OC([N:8]([C:26](OC(C)(C)C)=O)[C:9]1[N:25]=[C:12]2[CH:13]=[CH:14][CH:15]=[C:16]([CH2:17][N:18]3[CH2:23][CH2:22][NH:21][C:20](=[O:24])[CH2:19]3)[N:11]2[N:10]=1)=O)(C)(C)C.CS(OS(C)(=O)=O)(=O)=O.C(OC(N(C(OC(C)(C)C)=O)[C:50]1[N:60]=[C:53]2[CH:54]=[CH:55][CH:56]=[C:57](CO)[N:52]2N=1)=O)(C)(C)C.C(N(CC)C(C)C)(C)C.N1CCNCC1=O. Product: [NH:52]1[C:53]2=[N:60][CH:50]=[C:26]([NH:8][C:9]3[N:25]=[C:12]4[CH:13]=[CH:14][CH:15]=[C:16]([CH2:17][N:18]5[CH2:23][CH2:22][NH:21][C:20](=[O:24])[CH2:19]5)[N:11]4[N:10]=3)[CH:54]=[C:55]2[CH:56]=[CH:57]1. The catalyst class is: 4. (5) Reactant: [N+:1]([C:4]1[CH:9]=[CH:8][CH:7]=[CH:6][C:5]=1[OH:10])([O-:3])=[O:2].[Cl:11][CH2:12][CH2:13]OS(C1C=CC(C)=CC=1)(=O)=O.C(=O)([O-])[O-].[K+].[K+].O. Product: [Cl:11][CH2:12][CH2:13][O:10][C:5]1[CH:6]=[CH:7][CH:8]=[CH:9][C:4]=1[N+:1]([O-:3])=[O:2]. The catalyst class is: 3. (6) Reactant: [OH:1][C@H:2]1[CH2:6][CH2:5][N:4]([C:7]([O:9][C:10]([CH3:13])([CH3:12])[CH3:11])=[O:8])[CH2:3]1.F[C:15]1[CH:20]=[CH:19][C:18]([N+:21]([O-:23])=[O:22])=[CH:17][CH:16]=1.[OH-].[K+]. Product: [N+:21]([C:18]1[CH:19]=[CH:20][C:15]([O:1][C@H:2]2[CH2:6][CH2:5][N:4]([C:7]([O:9][C:10]([CH3:13])([CH3:12])[CH3:11])=[O:8])[CH2:3]2)=[CH:16][CH:17]=1)([O-:23])=[O:22]. The catalyst class is: 568. (7) Reactant: [Cl:1][C:2]1[CH:35]=[CH:34][C:5]([CH2:6][N:7]2[C:12](=[N:13][C:14]3[CH:19]=[CH:18][C:17]([O:20][CH:21]([CH3:23])[CH3:22])=[C:16]([CH3:24])[CH:15]=3)[NH:11][C:10](=[O:25])[N:9]([CH2:26][C@@H:27]([C:29]([O:31][CH3:32])=[O:30])[OH:28])[C:8]2=[O:33])=[CH:4][CH:3]=1.CC(OI1(OC(C)=O)(OC(C)=O)OC(=O)C2C=CC=CC1=2)=O.S([O-])(O)(=O)=O.[Na+].C(=O)(O)[O-].[Na+]. Product: [Cl:1][C:2]1[CH:3]=[CH:4][C:5]([CH2:6][N:7]2[C:12](=[N:13][C:14]3[CH:19]=[CH:18][C:17]([O:20][CH:21]([CH3:23])[CH3:22])=[C:16]([CH3:24])[CH:15]=3)[NH:11][C:10](=[O:25])[N:9]([CH2:26][C:27]([C:29]([O:31][CH3:32])=[O:30])=[O:28])[C:8]2=[O:33])=[CH:34][CH:35]=1. The catalyst class is: 4. (8) Reactant: [O:1]([C:8]([NH:10][C:11]1[N:15]([C:16]2[CH:21]=[CH:20][CH:19]=[CH:18][CH:17]=2)[N:14]=[C:13]([CH2:22][O:23][CH:24]2[CH2:29][CH2:28][N:27]([C:30]([O:32][C:33]([CH3:36])([CH3:35])[CH3:34])=[O:31])[CH2:26][CH2:25]2)[CH:12]=1)=[O:9])[C:2]1[CH:7]=[CH:6][CH:5]=[CH:4][CH:3]=1.CC1C=CC(S([O-])(=O)=O)=CC=1.[NH+]1C=CC=CC=1.[Cl:54]N1C(=O)CCC1=O. Product: [Cl:54][C:12]1[C:13]([CH2:22][O:23][CH:24]2[CH2:29][CH2:28][N:27]([C:30]([O:32][C:33]([CH3:36])([CH3:35])[CH3:34])=[O:31])[CH2:26][CH2:25]2)=[N:14][N:15]([C:16]2[CH:21]=[CH:20][CH:19]=[CH:18][CH:17]=2)[C:11]=1[NH:10][C:8]([O:1][C:2]1[CH:3]=[CH:4][CH:5]=[CH:6][CH:7]=1)=[O:9]. The catalyst class is: 34. (9) Reactant: [CH:1]1[C:14]2[C:13](=[O:15])[C:12]3[C:7](=[CH:8][CH:9]=[CH:10][CH:11]=3)[C:6](=[O:16])[C:5]=2[CH:4]=[CH:3][C:2]=1C=O.[CH2:19]([OH:23])[CH2:20][CH2:21][OH:22].C1(C)C=CC(S(O)(=O)=O)=CC=1.O. Product: [C:8]1([CH:21]=[O:22])[C:7]2[C:6](=[O:16])[C:5]3[C:14](=[CH:1][CH:2]=[CH:3][CH:4]=3)[C:13](=[O:15])[C:12]=2[CH:11]=[CH:10][CH:9]=1.[CH2:19]([OH:23])[CH2:20][CH2:21][OH:22]. The catalyst class is: 11. (10) Reactant: [C:1]([O:5][C:6]([N:8]1[CH2:13][CH2:12][CH:11]([CH2:14][CH2:15][OH:16])[CH2:10][CH2:9]1)=[O:7])([CH3:4])([CH3:3])[CH3:2].[H-].[Na+].Cl[C:20]1[O:24][N:23]=[C:22]([C:25]2[CH:30]=[CH:29][C:28]([S:31]([CH3:34])(=[O:33])=[O:32])=[CH:27][CH:26]=2)[N:21]=1. Product: [C:1]([O:5][C:6]([N:8]1[CH2:13][CH2:12][CH:11]([CH2:14][CH2:15][O:16][C:20]2[O:24][N:23]=[C:22]([C:25]3[CH:26]=[CH:27][C:28]([S:31]([CH3:34])(=[O:32])=[O:33])=[CH:29][CH:30]=3)[N:21]=2)[CH2:10][CH2:9]1)=[O:7])([CH3:4])([CH3:3])[CH3:2]. The catalyst class is: 3.